Task: Predict the reaction yield, written as a fraction of the theoretical maximum amount of product (1.0 means a 100% yield; for example, 0.34 means a 34% yield).. Dataset: Reaction yield outcomes from USPTO patents with 853,638 reactions The reactants are [NH:1]1[CH2:6][CH2:5][CH:4]([NH:7][C:8]([NH:10][C:11]2[CH:16]=[CH:15][C:14]([C:17]([F:20])([F:19])[F:18])=[CH:13][CH:12]=2)=[O:9])[CH2:3][CH2:2]1.CCN(CC)CC.[C:28](OC(=O)C)(=[O:30])[CH3:29]. The catalyst is C(Cl)Cl. The product is [C:28]([N:1]1[CH2:6][CH2:5][CH:4]([NH:7][C:8]([NH:10][C:11]2[CH:16]=[CH:15][C:14]([C:17]([F:18])([F:19])[F:20])=[CH:13][CH:12]=2)=[O:9])[CH2:3][CH2:2]1)(=[O:30])[CH3:29]. The yield is 0.710.